Dataset: Catalyst prediction with 721,799 reactions and 888 catalyst types from USPTO. Task: Predict which catalyst facilitates the given reaction. (1) Reactant: [Cl:1][C:2]1[CH:7]=[CH:6][C:5]([NH:8][C:9]2[CH:10]=[CH:11][C:12]([CH2:15][NH:16][C:17]([C:19]3([NH:22]C(=O)OC(C)(C)C)[CH2:21][CH2:20]3)=[O:18])=[N:13][CH:14]=2)=[C:4]([C:30]([F:33])([F:32])[F:31])[CH:3]=1.[F:34][C:35]([F:40])([F:39])[C:36]([OH:38])=[O:37]. Product: [F:34][C:35]([F:40])([F:39])[C:36]([OH:38])=[O:37].[Cl:1][C:2]1[CH:7]=[CH:6][C:5]([NH:8][C:9]2[CH:10]=[CH:11][C:12]([CH2:15][NH:16][C:17]([C:19]3([NH2:22])[CH2:20][CH2:21]3)=[O:18])=[N:13][CH:14]=2)=[C:4]([C:30]([F:33])([F:31])[F:32])[CH:3]=1. The catalyst class is: 4. (2) Reactant: C1(S([N:10]2[C:14]3=[N:15][CH:16]=[C:17]([C:19]([C:21]4[CH:26]=[CH:25][C:24]([N:27]([CH3:29])[CH3:28])=[CH:23][CH:22]=4)=[O:20])[CH:18]=[C:13]3[C:12]([C:30]3[CH:31]=[N:32][N:33]([CH3:35])[CH:34]=3)=[CH:11]2)(=O)=O)C=CC=CC=1.[OH-].[Na+]. Product: [CH3:28][N:27]([CH3:29])[C:24]1[CH:23]=[CH:22][C:21]([C:19]([C:17]2[CH:18]=[C:13]3[C:12]([C:30]4[CH:31]=[N:32][N:33]([CH3:35])[CH:34]=4)=[CH:11][NH:10][C:14]3=[N:15][CH:16]=2)=[O:20])=[CH:26][CH:25]=1. The catalyst class is: 8. (3) Reactant: C([C:3]1[C:11](S)=[CH:10][C:9](C=C)=[C:8]2[C:4]=1[CH2:5][CH2:6][C:7]2=[O:15])=C.C1N2CN3CN(C2)CN1C3. Product: [C:7]1(=[O:15])[C:8]2[C:4](=[CH:3][CH:11]=[CH:10][CH:9]=2)[CH2:5][CH2:6]1. The catalyst class is: 55. (4) Reactant: [CH3:1][O:2][C:3]1[CH:4]=[C:5]([C:11]2[CH:16]=[C:15]([C:17]([F:20])([F:19])[F:18])[N:14]3[N:21]=[C:22]([C:24]4[CH2:29][CH2:28][N:27]([C:30]([O:32][C:33]([CH3:36])([CH3:35])[CH3:34])=[O:31])[CH:26]([CH3:37])[CH:25]=4)[CH:23]=[C:13]3[N:12]=2)[CH:6]=[CH:7][C:8]=1[O:9][CH3:10].[H][H].C1(C)C=CC=CC=1. Product: [CH3:1][O:2][C:3]1[CH:4]=[C:5]([CH:11]2[CH2:16][CH:15]([C:17]([F:20])([F:18])[F:19])[N:14]3[N:21]=[C:22]([CH:24]4[CH2:29][CH2:28][N:27]([C:30]([O:32][C:33]([CH3:36])([CH3:35])[CH3:34])=[O:31])[CH:26]([CH3:37])[CH2:25]4)[CH:23]=[C:13]3[NH:12]2)[CH:6]=[CH:7][C:8]=1[O:9][CH3:10]. The catalyst class is: 19. (5) Reactant: [Cl:1][C:2]1[CH:35]=[CH:34][C:5]([CH2:6][NH:7][C:8]([C:10]2[C:11](=[O:33])[N:12](COCC[Si](C)(C)C)[N:13]=[C:14]([C:16]3[CH:21]=[CH:20][C:19]([OH:22])=[C:18]([O:23][CH3:24])[CH:17]=3)[CH:15]=2)=[O:9])=[CH:4][CH:3]=1.C(S)(S)C.O. Product: [Cl:1][C:2]1[CH:35]=[CH:34][C:5]([CH2:6][NH:7][C:8]([C:10]2[C:11](=[O:33])[NH:12][N:13]=[C:14]([C:16]3[CH:21]=[CH:20][C:19]([OH:22])=[C:18]([O:23][CH3:24])[CH:17]=3)[CH:15]=2)=[O:9])=[CH:4][CH:3]=1. The catalyst class is: 67. (6) Reactant: Cl[C:2](Cl)([O:4][C:5](=[O:11])OC(Cl)(Cl)Cl)Cl.[CH2:13]([NH:20][CH2:21][C:22]1[CH:23]=[C:24]2[C:28](=[CH:29][C:30]=1[NH2:31])[N:27]([C:32]([C:45]1[CH:50]=[CH:49][CH:48]=[CH:47][CH:46]=1)([C:39]1[CH:44]=[CH:43][CH:42]=[CH:41][CH:40]=1)[C:33]1[CH:38]=[CH:37][CH:36]=[CH:35][CH:34]=1)[N:26]=[C:25]2[C:51]1[CH:56]=[CH:55][N:54]=[C:53]([CH3:57])[CH:52]=1)[C:14]1[CH:19]=[CH:18][CH:17]=[CH:16][CH:15]=1.[NH2:58][CH2:59][C:60]1[CH:61]=[C:62]2[C:66](=[CH:67][C:68]=1[NH2:69])[N:65]([C:70]([C:83]1[CH:88]=[CH:87][CH:86]=[CH:85][CH:84]=1)([C:77]1[CH:82]=[CH:81][CH:80]=[CH:79][CH:78]=1)[C:71]1[CH:76]=[CH:75][CH:74]=[CH:73][CH:72]=1)[N:64]=[C:63]2[C:89]1[CH:94]=[CH:93][N:92]=[C:91]([CH3:95])[CH:90]=1. Product: [CH2:13]([N:20]1[CH2:21][C:22]2[C:30](=[CH:29][C:28]3[N:27]([C:32]([C:33]4[CH:34]=[CH:35][CH:36]=[CH:37][CH:38]=4)([C:45]4[CH:50]=[CH:49][CH:48]=[CH:47][CH:46]=4)[C:39]4[CH:44]=[CH:43][CH:42]=[CH:41][CH:40]=4)[N:26]=[C:25]([C:51]4[CH:56]=[CH:55][N:54]=[C:53]([CH3:57])[CH:52]=4)[C:24]=3[CH:23]=2)[NH:31][C:5]1=[O:11])[C:14]1[CH:19]=[CH:18][CH:17]=[CH:16][CH:15]=1.[CH3:95][C:91]1[CH:90]=[C:89]([C:63]2[C:62]3[CH:61]=[C:60]4[C:68](=[CH:67][C:66]=3[N:65]([C:70]([C:77]3[CH:82]=[CH:81][CH:80]=[CH:79][CH:78]=3)([C:71]3[CH:76]=[CH:75][CH:74]=[CH:73][CH:72]=3)[C:83]3[CH:84]=[CH:85][CH:86]=[CH:87][CH:88]=3)[N:64]=2)[NH:69][C:2](=[O:4])[NH:58][CH2:59]4)[CH:94]=[CH:93][N:92]=1. The catalyst class is: 258. (7) Reactant: Cl[C:2]1[C:3]([C:8]([CH3:13])([CH3:12])[C:9]([OH:11])=O)=[N:4][CH:5]=[CH:6][N:7]=1.S(Cl)(Cl)=O.[C:18]([O:22][C:23](=[O:30])[NH:24][C@H:25]1[CH2:28][C@H:27]([NH2:29])[CH2:26]1)([CH3:21])([CH3:20])[CH3:19].C(N(C(C)C)CC)(C)C.CC(C)([O-])C.[Na+]. Product: [C:18]([O:22][C:23](=[O:30])[NH:24][C@H:25]1[CH2:28][C@H:27]([N:29]2[C:2]3=[N:7][CH:6]=[CH:5][N:4]=[C:3]3[C:8]([CH3:13])([CH3:12])[C:9]2=[O:11])[CH2:26]1)([CH3:21])([CH3:19])[CH3:20]. The catalyst class is: 4.